Dataset: Catalyst prediction with 721,799 reactions and 888 catalyst types from USPTO. Task: Predict which catalyst facilitates the given reaction. (1) Reactant: [Br:1][C:2]1[CH:3]=[N:4][C:5]([O:8][C:9]2[CH:10]=[C:11]([CH2:15]O)[CH:12]=[CH:13][CH:14]=2)=[N:6][CH:7]=1.S(Cl)([Cl:19])=O.C1(C)C=CC=CC=1. Product: [Br:1][C:2]1[CH:3]=[N:4][C:5]([O:8][C:9]2[CH:14]=[CH:13][CH:12]=[C:11]([CH2:15][Cl:19])[CH:10]=2)=[N:6][CH:7]=1. The catalyst class is: 4. (2) Reactant: [CH3:1][O:2][C:3]1[CH:8]=[CH:7][C:6]([C:9]2[CH:14]=[CH:13][N:12]=[C:11]3[NH:15][C:16]([C:18]4[CH:27]=[CH:26][C:21]([C:22]([O:24]C)=[O:23])=[CH:20][CH:19]=4)=[N:17][C:10]=23)=[CH:5][CH:4]=1.[OH-].[Li+].Cl. Product: [CH3:1][O:2][C:3]1[CH:4]=[CH:5][C:6]([C:9]2[CH:14]=[CH:13][N:12]=[C:11]3[NH:15][C:16]([C:18]4[CH:27]=[CH:26][C:21]([C:22]([OH:24])=[O:23])=[CH:20][CH:19]=4)=[N:17][C:10]=23)=[CH:7][CH:8]=1. The catalyst class is: 20.